From a dataset of Catalyst prediction with 721,799 reactions and 888 catalyst types from USPTO. Predict which catalyst facilitates the given reaction. Reactant: [O:1]1[CH2:18][CH:2]1[CH2:3][O:4][C:5]1[C:17]2[C:16]3[C:11](=[CH:12][CH:13]=[CH:14][CH:15]=3)[NH:10][C:9]=2[CH:8]=[CH:7][CH:6]=1.[CH3:19][O:20][C:21]1[CH:30]=[CH:29][CH:28]=[CH:27][C:22]=1[O:23][CH2:24][CH2:25][NH2:26]. Product: [CH3:19][O:20][C:21]1[CH:30]=[CH:29][CH:28]=[CH:27][C:22]=1[O:23][CH2:24][CH2:25][NH:26][CH2:18][CH:2]([OH:1])[CH2:3][O:4][C:5]1[CH:6]=[CH:7][CH:8]=[C:9]2[NH:10][C:11]3[CH:12]=[CH:13][CH:14]=[CH:15][C:16]=3[C:17]=12. The catalyst class is: 16.